From a dataset of Reaction yield outcomes from USPTO patents with 853,638 reactions. Predict the reaction yield, written as a fraction of the theoretical maximum amount of product (1.0 means a 100% yield; for example, 0.34 means a 34% yield). (1) The reactants are ON1C2C=CC=CC=2N=N1.[C:11]1([CH2:17][CH2:18][NH2:19])[CH:16]=[CH:15][CH:14]=[CH:13][CH:12]=1.CN1CCOCC1.Cl.[CH3:28][N:29]([CH3:46])[C:30]1([C:40]2[CH:45]=[CH:44][CH:43]=[CH:42][CH:41]=2)[CH2:35][CH2:34][CH:33]([CH2:36][C:37]([OH:39])=O)[CH2:32][CH2:31]1.C1(N=C=NC2CCCCC2)CCCCC1.[OH-].[Na+]. The yield is 0.610. The catalyst is CN(C)C=O.O. The product is [CH3:46][N:29]([CH3:28])[C:30]1([C:40]2[CH:45]=[CH:44][CH:43]=[CH:42][CH:41]=2)[CH2:31][CH2:32][CH:33]([CH2:36][C:37]([NH:19][CH2:18][CH2:17][C:11]2[CH:16]=[CH:15][CH:14]=[CH:13][CH:12]=2)=[O:39])[CH2:34][CH2:35]1. (2) The reactants are C[O:2][C:3]1[CH:34]=[CH:33][C:6]([O:7][CH:8]2[CH2:11][N:10]([C:12]([CH3:32])([CH3:31])[CH2:13][CH2:14][C:15]([C:25]3[CH:30]=[CH:29][CH:28]=[CH:27][CH:26]=3)([C:19]3[CH:24]=[CH:23][CH:22]=[CH:21][CH:20]=3)[C:16]([NH2:18])=[O:17])[CH2:9]2)=[CH:5][CH:4]=1.B(Br)(Br)Br. The catalyst is ClCCl. The product is [OH:2][C:3]1[CH:4]=[CH:5][C:6]([O:7][CH:8]2[CH2:11][N:10]([C:12]([CH3:31])([CH3:32])[CH2:13][CH2:14][C:15]([C:25]3[CH:26]=[CH:27][CH:28]=[CH:29][CH:30]=3)([C:19]3[CH:24]=[CH:23][CH:22]=[CH:21][CH:20]=3)[C:16]([NH2:18])=[O:17])[CH2:9]2)=[CH:33][CH:34]=1. The yield is 0.270. (3) The reactants are [C:1]([O:7]C)(=O)[CH2:2][C:3]([CH3:5])=O.[CH3:9][C:10]1[CH:15]=[C:14]([CH3:16])[CH:13]=[C:12]([CH3:17])[C:11]=1[C:18]1[CH:22]=[N:21][NH:20][C:19]=1[NH2:23].C(O)C. The catalyst is C(O)(=O)C. The product is [CH3:5][C:3]1[NH:23][C:19]2[N:20]([N:21]=[CH:22][C:18]=2[C:11]2[C:12]([CH3:17])=[CH:13][C:14]([CH3:16])=[CH:15][C:10]=2[CH3:9])[C:1](=[O:7])[CH:2]=1. The yield is 0.452. (4) The reactants are [Cl-].[Cl-].[Cl-].[Al+3].[Cl-].[Na+].C([O:11][C:12]1[CH:17]=[CH:16][C:15]([Br:18])=[CH:14][CH:13]=1)(=O)C=C. The catalyst is O. The product is [Br:18][C:15]1[CH:14]=[CH:13][C:12]([OH:11])=[C:17]2[C:16]=1[CH2:14][CH2:13][C:12]2=[O:11]. The yield is 0.360. (5) The yield is 0.660. No catalyst specified. The reactants are [CH2:1]([O:3][C:4]1[CH:9]=[CH:8][CH:7]=[CH:6][C:5]=1[C:10]1[N:15]=[CH:14][N:13]=[C:12]([NH:16][C:17]([CH:19]2[CH2:24][CH2:23]N[CH2:21][CH2:20]2)=[O:18])[CH:11]=1)[CH3:2].[CH2:25]=O.[BH3-][C:28]#[N:29].[Na+]. The product is [CH2:1]([O:3][C:4]1[CH:9]=[CH:8][CH:7]=[CH:6][C:5]=1[C:10]1[N:15]=[CH:14][N:13]=[C:12]([NH:16][C:17]([CH:19]2[CH2:24][CH2:23][N:29]([CH2:28][CH3:25])[CH2:21][CH2:20]2)=[O:18])[CH:11]=1)[CH3:2].